This data is from NCI-60 drug combinations with 297,098 pairs across 59 cell lines. The task is: Regression. Given two drug SMILES strings and cell line genomic features, predict the synergy score measuring deviation from expected non-interaction effect. Drug 1: CC1CCC2CC(C(=CC=CC=CC(CC(C(=O)C(C(C(=CC(C(=O)CC(OC(=O)C3CCCCN3C(=O)C(=O)C1(O2)O)C(C)CC4CCC(C(C4)OC)OCCO)C)C)O)OC)C)C)C)OC. Drug 2: CS(=O)(=O)CCNCC1=CC=C(O1)C2=CC3=C(C=C2)N=CN=C3NC4=CC(=C(C=C4)OCC5=CC(=CC=C5)F)Cl. Cell line: DU-145. Synergy scores: CSS=9.95, Synergy_ZIP=4.12, Synergy_Bliss=8.83, Synergy_Loewe=6.72, Synergy_HSA=6.40.